From a dataset of Forward reaction prediction with 1.9M reactions from USPTO patents (1976-2016). Predict the product of the given reaction. (1) Given the reactants CO/N=[C:4](\[CH2:10][C:11](=O)[CH3:12])/[C:5]([O:7][CH2:8][CH3:9])=[O:6].Cl.[CH:15]1([NH:21][NH2:22])[CH2:20][CH2:19][CH2:18][CH2:17][CH2:16]1, predict the reaction product. The product is: [CH:15]1([N:21]2[C:4]([C:5]([O:7][CH2:8][CH3:9])=[O:6])=[CH:10][C:11]([CH3:12])=[N:22]2)[CH2:20][CH2:19][CH2:18][CH2:17][CH2:16]1. (2) Given the reactants [NH2:1][CH2:2][CH:3]1[C:12]2[C:7](=[CH:8][C:9]([O:13]C)=[CH:10][CH:11]=2)[NH:6][C:5](=[O:15])[CH2:4]1.B(Br)(Br)Br.CO, predict the reaction product. The product is: [NH2:1][CH2:2][CH:3]1[C:12]2[C:7](=[CH:8][C:9]([OH:13])=[CH:10][CH:11]=2)[NH:6][C:5](=[O:15])[CH2:4]1.